Task: Predict which catalyst facilitates the given reaction.. Dataset: Catalyst prediction with 721,799 reactions and 888 catalyst types from USPTO (1) Reactant: [NH2:1][C:2]1[C:6]2[CH:7]=[N:8][C:9]3[CH:10]=[C:11]([OH:17])[C:12]([O:15][CH3:16])=[CH:13][C:14]=3[C:5]=2[S:4][C:3]=1[C:18]([O-:20])=[O:19].Cl.Cl[CH2:23][CH2:24][N:25]1[CH2:30][CH2:29][O:28][CH2:27][CH2:26]1.[C:31]([O-])([O-])=O.[K+].[K+]. Product: [NH2:1][C:2]1[C:6]2[CH:7]=[N:8][C:9]3[CH:10]=[C:11]([O:17][CH2:23][CH2:24][N:25]4[CH2:30][CH2:29][O:28][CH2:27][CH2:26]4)[C:12]([O:15][CH3:16])=[CH:13][C:14]=3[C:5]=2[S:4][C:3]=1[C:18]([O:20][CH3:31])=[O:19]. The catalyst class is: 3. (2) Reactant: C(Cl)(=O)C(Cl)=O.CS(C)=O.[C:11]([O:15][C:16](=[O:31])[CH2:17][CH2:18][C:19]([NH:21][CH2:22][C:23]1[CH:28]=[CH:27][CH:26]=[C:25]([CH2:29][OH:30])[CH:24]=1)=[O:20])([CH3:14])([CH3:13])[CH3:12].C(N(CC)CC)C. Product: [C:11]([O:15][C:16](=[O:31])[CH2:17][CH2:18][C:19]([NH:21][CH2:22][C:23]1[CH:28]=[CH:27][CH:26]=[C:25]([CH:29]=[O:30])[CH:24]=1)=[O:20])([CH3:14])([CH3:12])[CH3:13]. The catalyst class is: 96. (3) Reactant: [Cl:1][C:2]1[CH:28]=[CH:27][C:5]([O:6][CH:7]2[CH2:11][CH2:10][N:9]([CH2:12][CH:13]([OH:26])[CH2:14][O:15][C:16]3[CH:21]=[CH:20][CH:19]=[CH:18][C:17]=3[NH:22]C(=O)C)[CH2:8]2)=[CH:4][CH:3]=1.[ClH:29]. Product: [ClH:1].[ClH:29].[NH2:22][C:17]1[CH:18]=[CH:19][CH:20]=[CH:21][C:16]=1[O:15][CH2:14][CH:13]([OH:26])[CH2:12][N:9]1[CH2:10][CH2:11][CH:7]([O:6][C:5]2[CH:27]=[CH:28][C:2]([Cl:1])=[CH:3][CH:4]=2)[CH2:8]1. The catalyst class is: 459. (4) Reactant: [C:1]([O:5][C:6]([N:8]1[CH2:12][C:11](=[CH2:13])[CH2:10][CH:9]1[C:14]([OH:16])=[O:15])=[O:7])([CH3:4])(C)C.Cl.O1CCOC[CH2:19]1.CCN(C(C)C)C(C)C.C(OC(Cl)=O)[C:34]1[CH:39]=[CH:38]C=[CH:36][CH:35]=1. Product: [CH3:19][O:16][C:14]([CH:9]1[CH2:10][C:11](=[CH2:13])[CH2:12][N:8]1[C:6]([O:5][CH2:1][C:4]1[CH:38]=[CH:39][CH:34]=[CH:35][CH:36]=1)=[O:7])=[O:15]. The catalyst class is: 24. (5) Reactant: [Cl:1][C:2]1[C:3]([C:13]#[C:14][Si:15]([CH3:18])([CH3:17])[CH3:16])=[CH:4][C:5]([OH:12])=[C:6]([CH:11]=1)[C:7]([O:9][CH3:10])=[O:8].[N+:19]([O-])([OH:21])=[O:20].O. Product: [Cl:1][C:2]1[C:3]([C:13]#[C:14][Si:15]([CH3:16])([CH3:18])[CH3:17])=[C:4]([N+:19]([O-:21])=[O:20])[C:5]([OH:12])=[C:6]([CH:11]=1)[C:7]([O:9][CH3:10])=[O:8]. The catalyst class is: 15. (6) Reactant: [Br:1][C:2]1[CH:7]=[CH:6][C:5]([CH2:8][OH:9])=[C:4]([Cl:10])[CH:3]=1.[Cr](O[Cr]([O-])(=O)=O)([O-])(=O)=O.[NH+]1C=CC=CC=1.[NH+]1C=CC=CC=1.CCOCC. Product: [Br:1][C:2]1[CH:7]=[CH:6][C:5]([CH:8]=[O:9])=[C:4]([Cl:10])[CH:3]=1. The catalyst class is: 4.